Task: Predict the reactants needed to synthesize the given product.. Dataset: Full USPTO retrosynthesis dataset with 1.9M reactions from patents (1976-2016) (1) Given the product [C:1]([O:5][C:6]([N:8]1[CH2:15][CH:14]2[N:16]([C:17]([O:19][C:20]([CH3:23])([CH3:22])[CH3:21])=[O:18])[CH:10]([CH2:11][C:12]([C:27]3[S:28][C:29]([CH2:33][CH2:34][O:35][Si:36]([C:39]([CH3:42])([CH3:41])[CH3:40])([CH3:37])[CH3:38])=[C:30]([CH3:32])[N:31]=3)=[C:13]2[C:24](=[O:26])[N:46]([CH:43]2[CH2:45][CH2:44]2)[CH2:47][C:48]2[CH:53]=[CH:52][CH:51]=[C:50]([O:54][CH3:55])[C:49]=2[CH3:56])[CH2:9]1)=[O:7])([CH3:4])([CH3:2])[CH3:3], predict the reactants needed to synthesize it. The reactants are: [C:1]([O:5][C:6]([N:8]1[CH2:15][CH:14]2[N:16]([C:17]([O:19][C:20]([CH3:23])([CH3:22])[CH3:21])=[O:18])[CH:10]([CH2:11][C:12]([C:27]3[S:28][C:29]([CH2:33][CH2:34][O:35][Si:36]([C:39]([CH3:42])([CH3:41])[CH3:40])([CH3:38])[CH3:37])=[C:30]([CH3:32])[N:31]=3)=[C:13]2[C:24]([OH:26])=O)[CH2:9]1)=[O:7])([CH3:4])([CH3:3])[CH3:2].[CH:43]1([NH:46][CH2:47][C:48]2[CH:53]=[CH:52][CH:51]=[C:50]([O:54][CH3:55])[C:49]=2[CH3:56])[CH2:45][CH2:44]1.CCN(C(C)C)C(C)C.C1C=CC2N(O)N=NC=2C=1.CCN=C=NCCCN(C)C.Cl. (2) The reactants are: [NH2:1][C:2]1[C:6]2[CH:7]=[C:8]([Cl:11])[CH:9]=[CH:10][C:5]=2[O:4][C:3]=1[C:12]([OH:14])=O.C([N:18](C(C)C)CC)(C)C.CN(C(ON1N=NC2C=CC=NC1=2)=[N+](C)C)C.F[P-](F)(F)(F)(F)F. Given the product [NH2:1][C:2]1[C:6]2[CH:7]=[C:8]([Cl:11])[CH:9]=[CH:10][C:5]=2[O:4][C:3]=1[C:12]([NH2:18])=[O:14], predict the reactants needed to synthesize it. (3) The reactants are: O[C:2]1[C:11]2[C:6](=[CH:7][CH:8]=[C:9]([NH:12]C(=O)C)[CH:10]=2)[N:5]=[C:4](C)[CH:3]=1.[ClH:17]. Given the product [NH2:12][C:9]1[CH:10]=[C:11]2[C:6](=[CH:7][CH:8]=1)[N:5]=[CH:4][CH:3]=[C:2]2[Cl:17], predict the reactants needed to synthesize it.